Dataset: Peptide-MHC class II binding affinity with 134,281 pairs from IEDB. Task: Regression. Given a peptide amino acid sequence and an MHC pseudo amino acid sequence, predict their binding affinity value. This is MHC class II binding data. (1) The peptide sequence is PEFSELFAAFPSFAG. The MHC is HLA-DPA10201-DPB10501 with pseudo-sequence HLA-DPA10201-DPB10501. The binding affinity (normalized) is 0.266. (2) The peptide sequence is EWVAMTKGEGGVWTF. The MHC is HLA-DQA10501-DQB10301 with pseudo-sequence HLA-DQA10501-DQB10301. The binding affinity (normalized) is 0.366. (3) The peptide sequence is WLDAKSTWYGKPTGAGPKDN. The MHC is HLA-DQA10501-DQB10301 with pseudo-sequence HLA-DQA10501-DQB10301. The binding affinity (normalized) is 0.809. (4) The peptide sequence is ESHGVAAVLFAATAA. The MHC is HLA-DQA10101-DQB10501 with pseudo-sequence HLA-DQA10101-DQB10501. The binding affinity (normalized) is 0.211. (5) The peptide sequence is KDKWIELKESWGAIW. The MHC is HLA-DQA10201-DQB10202 with pseudo-sequence HLA-DQA10201-DQB10202. The binding affinity (normalized) is 0.0581. (6) The peptide sequence is DEFFECFKYLLIQGH. The MHC is DRB4_0101 with pseudo-sequence DRB4_0103. The binding affinity (normalized) is 0.913.